Dataset: Forward reaction prediction with 1.9M reactions from USPTO patents (1976-2016). Task: Predict the product of the given reaction. Given the reactants [C:1]([O:5][C:6](=[O:15])[NH:7][C:8]1[CH:13]=[CH:12][C:11]([F:14])=[CH:10][CH:9]=1)([CH3:4])([CH3:3])[CH3:2].[H-].[Na+].Cl[CH2:19][C:20]1[N:21]=[C:22]([N:25]2[CH2:30][CH2:29][CH2:28][CH2:27][CH2:26]2)[S:23][CH:24]=1.C(=O)(O)[O-].[Na+], predict the reaction product. The product is: [C:1]([O:5][C:6](=[O:15])[N:7]([C:8]1[CH:9]=[CH:10][C:11]([F:14])=[CH:12][CH:13]=1)[CH2:19][C:20]1[N:21]=[C:22]([N:25]2[CH2:26][CH2:27][CH2:28][CH2:29][CH2:30]2)[S:23][CH:24]=1)([CH3:4])([CH3:2])[CH3:3].